From a dataset of Full USPTO retrosynthesis dataset with 1.9M reactions from patents (1976-2016). Predict the reactants needed to synthesize the given product. (1) Given the product [Cl:8][C:4]1[CH:5]=[CH:6][CH:7]=[C:2]([Cl:1])[C:3]=1[C:9]1[S:10][C:11]2[C:33]([NH:37][C:36]([CH:38]3[CH2:40][CH2:39]3)=[O:43])=[N:21][CH:15]=[CH:14][C:12]=2[N:13]=1, predict the reactants needed to synthesize it. The reactants are: [Cl:1][C:2]1[CH:7]=[CH:6][CH:5]=[C:4]([Cl:8])[C:3]=1[C:9]1[S:10][CH:11]=[C:12](/[CH:14]=[CH:15]/C(N=[N+]=[N-])=O)[N:13]=1.[N-:21]=[N+]=[N-].[Na+].ClC1C=CC=C(Cl)C=1[C:33]1SC=[C:36](/[CH:38]=[CH:39]/[C:40](Cl)=O)[N:37]=1.[OH2:43]. (2) Given the product [F:1][C:2]1[CH:3]=[C:4]([N:8]2[CH2:12][CH2:11][CH2:10][C@@H:9]2[C:13]2[CH:14]=[C:15]([C:30]([N:37]3[CH2:38][CH2:39][N:34]([CH3:33])[CH2:35][CH2:36]3)=[O:31])[CH:16]=[C:17]3[C:22]=2[O:21][C:20]([N:23]2[CH2:24][CH2:25][O:26][CH2:27][CH2:28]2)=[CH:19][C:18]3=[O:29])[CH:5]=[CH:6][CH:7]=1, predict the reactants needed to synthesize it. The reactants are: [F:1][C:2]1[CH:3]=[C:4]([N:8]2[CH2:12][CH2:11][CH2:10][C@@H:9]2[C:13]2[CH:14]=[C:15]([C:30](O)=[O:31])[CH:16]=[C:17]3[C:22]=2[O:21][C:20]([N:23]2[CH2:28][CH2:27][O:26][CH2:25][CH2:24]2)=[CH:19][C:18]3=[O:29])[CH:5]=[CH:6][CH:7]=1.[CH3:33][N:34]1[CH2:39][CH2:38][NH:37][CH2:36][CH2:35]1. (3) The reactants are: [CH3:1][O:2][C:3]([C:5]1[S:6][C:7]([C:10]([CH2:34]C=C)([CH2:14][O:15][C:16]2[CH:21]=[C:20]([CH3:22])[C:19]([C:23]3[CH:28]=[CH:27][C:26]([C:29]([F:32])([F:31])[F:30])=[CH:25][CH:24]=3)=[C:18]([CH3:33])[CH:17]=2)[CH2:11][CH:12]=[CH2:13])=[CH:8][CH:9]=1)=[O:4]. Given the product [CH3:1][O:2][C:3]([C:5]1[S:6][C:7]([C:10]2([CH2:14][O:15][C:16]3[CH:17]=[C:18]([CH3:33])[C:19]([C:23]4[CH:28]=[CH:27][C:26]([C:29]([F:32])([F:31])[F:30])=[CH:25][CH:24]=4)=[C:20]([CH3:22])[CH:21]=3)[CH2:34][CH:13]=[CH:12][CH2:11]2)=[CH:8][CH:9]=1)=[O:4], predict the reactants needed to synthesize it. (4) Given the product [CH:8]1([N:35]2[CH2:34][CH2:33][N:32]([C:28]3[CH:27]=[C:26]([CH2:25][N:24]4[C:20]([CH3:19])=[CH:21][C:22]([C:38]5[O:42][N:41]=[C:40]([C:43]6[CH:48]=[CH:47][C:46]([CH:49]7[CH2:54][CH2:53][O:52][CH2:51][CH2:50]7)=[CH:45][CH:44]=6)[N:39]=5)=[N:23]4)[CH:31]=[CH:30][N:29]=3)[CH2:37][CH2:36]2)[CH2:10][CH2:9]1, predict the reactants needed to synthesize it. The reactants are: C(O)(=O)C.C(O[C:8]1(O[Si](C)(C)C)[CH2:10][CH2:9]1)C.C(O)=O.[CH3:19][C:20]1[N:24]([CH2:25][C:26]2[CH:31]=[CH:30][N:29]=[C:28]([N:32]3[CH2:37][CH2:36][NH:35][CH2:34][CH2:33]3)[CH:27]=2)[N:23]=[C:22]([C:38]2[O:42][N:41]=[C:40]([C:43]3[CH:48]=[CH:47][C:46]([CH:49]4[CH2:54][CH2:53][O:52][CH2:51][CH2:50]4)=[CH:45][CH:44]=3)[N:39]=2)[CH:21]=1.C([BH3-])#N.[Na+]. (5) Given the product [ClH:22].[Cl:22][C:23]1[CH:24]=[C:25]([N:29]2[CH2:34][CH2:33][N:32]([C:18]([C:17]3[N:11]4[C:12]([S:13][CH2:14][CH:10]4[C:7]4[CH:6]=[CH:5][C:4]([C:2]#[N:3])=[CH:9][CH:8]=4)=[N:15][CH:16]=3)=[O:20])[CH2:31][C:30]2=[O:35])[CH:26]=[CH:27][CH:28]=1, predict the reactants needed to synthesize it. The reactants are: Cl.[C:2]([C:4]1[CH:9]=[CH:8][C:7]([CH:10]2[CH2:14][S:13][C:12]3=[N:15][CH:16]=[C:17]([C:18]([OH:20])=O)[N:11]23)=[CH:6][CH:5]=1)#[N:3].Cl.[Cl:22][C:23]1[CH:24]=[C:25]([N:29]2[CH2:34][CH2:33][NH:32][CH2:31][C:30]2=[O:35])[CH:26]=[CH:27][CH:28]=1.CCN=C=NCCCN(C)C.Cl.C1C=CC2N(O)N=NC=2C=1.C(N(CC)C(C)C)(C)C. (6) The reactants are: I[C:2]1[CH:3]=[CH:4][C:5]([NH:8][C:9]([NH:11][CH2:12][C:13]2[CH:18]=[CH:17][CH:16]=[CH:15][C:14]=2[O:19][CH3:20])=[NH:10])=[N:6][CH:7]=1.[C:21]1(OB(O)O)[CH:26]=[CH:25][CH:24]=[CH:23][CH:22]=1.C(=O)([O-])[O-].[Na+].[Na+]. Given the product [CH3:20][O:19][C:14]1[CH:15]=[CH:16][CH:17]=[CH:18][C:13]=1[CH2:12][NH:11][C:9]([NH:8][C:5]1[CH:4]=[CH:3][C:2]([C:21]2[CH:26]=[CH:25][CH:24]=[CH:23][CH:22]=2)=[CH:7][N:6]=1)=[NH:10], predict the reactants needed to synthesize it.